From a dataset of Reaction yield outcomes from USPTO patents with 853,638 reactions. Predict the reaction yield, written as a fraction of the theoretical maximum amount of product (1.0 means a 100% yield; for example, 0.34 means a 34% yield). (1) The reactants are [N:1]1([C:7]([O:9][C:10]([CH3:13])([CH3:12])[CH3:11])=[O:8])[CH2:6][CH2:5][NH:4][CH2:3][CH2:2]1.BrC[C:16]1[CH:17]=[C:18]([CH:21]=[CH:22][CH:23]=1)[C:19]#[N:20].[C:24]([O-])([O-])=O.[K+].[K+]. The catalyst is CCO. The product is [C:19]([C:18]1[CH:17]=[CH:16][C:23]([CH2:24][N:4]2[CH2:5][CH2:6][N:1]([C:7]([O:9][C:10]([CH3:13])([CH3:12])[CH3:11])=[O:8])[CH2:2][CH2:3]2)=[CH:22][CH:21]=1)#[N:20]. The yield is 0.850. (2) The reactants are [F:1][C:2]([F:15])([F:14])[C:3]1[CH:4]=[C:5](Br)[CH:6]=[C:7]([C:9]([F:12])([F:11])[F:10])[CH:8]=1.[OH:16][CH:17]1[CH2:21][CH2:20][NH:19][CH2:18]1.CC(C)([O-])C.[Na+].O. The catalyst is C1(C)C=CC=CC=1.C1C=CC(/C=C/C(/C=C/C2C=CC=CC=2)=O)=CC=1.C1C=CC(/C=C/C(/C=C/C2C=CC=CC=2)=O)=CC=1.C1C=CC(/C=C/C(/C=C/C2C=CC=CC=2)=O)=CC=1.[Pd].[Pd].C1(P(C2C=CC=CC=2)C2C=CC3C(=CC=CC=3)C=2C2C3C(=CC=CC=3)C=CC=2P(C2C=CC=CC=2)C2C=CC=CC=2)C=CC=CC=1. The product is [F:1][C:2]([F:15])([F:14])[C:3]1[CH:4]=[C:5]([N:19]2[CH2:20][CH2:21][CH:17]([OH:16])[CH2:18]2)[CH:6]=[C:7]([C:9]([F:12])([F:11])[F:10])[CH:8]=1. The yield is 0.610. (3) The reactants are [CH3:1][C:2]1[C:7]([CH3:8])=[C:6]([N:9]2[CH2:14][CH2:13][N:12]([C:15]3[CH:20]=[CH:19][C:18]([C:21]([F:24])([F:23])[F:22])=[CH:17][N:16]=3)[CH2:11][CH2:10]2)[N:5]=[N:4][C:3]=1[CH2:25][C:26]#[N:27].[NH2:28]O.C1C[O:33][CH2:32][CH2:31]1. The catalyst is COC(OC)(N(C)C)C. The product is [CH3:1][C:2]1[C:7]([CH3:8])=[C:6]([N:9]2[CH2:10][CH2:11][N:12]([C:15]3[CH:20]=[CH:19][C:18]([C:21]([F:24])([F:23])[F:22])=[CH:17][N:16]=3)[CH2:13][CH2:14]2)[N:5]=[N:4][C:3]=1[CH2:25][C:26]1[N:28]=[C:32]([CH3:31])[O:33][N:27]=1. The yield is 0.450. (4) The reactants are [F:1][C:2]1[CH:3]=[C:4]([CH2:12][C:13](O)=[O:14])[CH:5]=[C:6]([F:11])[C:7]=1[N+:8]([O-:10])=[O:9]. The catalyst is C1COCC1. The product is [F:1][C:2]1[CH:3]=[C:4]([CH2:12][CH2:13][OH:14])[CH:5]=[C:6]([F:11])[C:7]=1[N+:8]([O-:10])=[O:9]. The yield is 0.890.